Task: Predict the reaction yield, written as a fraction of the theoretical maximum amount of product (1.0 means a 100% yield; for example, 0.34 means a 34% yield).. Dataset: Reaction yield outcomes from USPTO patents with 853,638 reactions (1) The reactants are Br[C:2]1[N:3]([CH2:7][C:8]2[CH:9]=[C:10]([C:14]3[CH:18]=[C:17]([CH2:19][CH:20]([CH3:22])[CH3:21])[S:16][C:15]=3[S:23]([NH:26]C(C)(C)C)(=[O:25])=[O:24])[CH:11]=[CH:12][CH:13]=2)[CH:4]=[CH:5][N:6]=1.C1(OC)C=CC=CC=1.N1(C2C=CC=CN=2)[CH2:43][CH2:42][CH2:41][CH2:40]1.[Cl:50]C(OCCCC)=O.C(O)(=O)CC(CC(O)=O)([C:62]([OH:64])=[O:63])O. The catalyst is C(O)(C(F)(F)F)=O. The product is [CH2:40]([O:64][C:62]([NH:26][S:23]([C:15]1[S:16][C:17]([CH2:19][CH:20]([CH3:21])[CH3:22])=[CH:18][C:14]=1[C:10]1[CH:11]=[CH:12][CH:13]=[C:8]([CH2:7][N:3]2[CH:4]=[CH:5][N:6]=[C:2]2[Cl:50])[CH:9]=1)(=[O:24])=[O:25])=[O:63])[CH2:41][CH2:42][CH3:43]. The yield is 0.570. (2) The reactants are [O:1]=[S:2]1(=[O:28])[C:7]2[CH:8]=[CH:9][CH:10]=[CH:11][C:6]=2[NH:5][C:4]([C:12]2[C:17](=[O:18])[N:16]([N:19]=[CH:20][CH:21]([CH3:23])[CH3:22])[C:15]3[CH:24]=[CH:25][S:26][C:14]=3[C:13]=2[OH:27])=[N:3]1.CO.[BH4-].[Li+].Cl. The catalyst is O1CCCC1.O. The product is [O:28]=[S:2]1(=[O:1])[C:7]2[CH:8]=[CH:9][CH:10]=[CH:11][C:6]=2[NH:5][C:4]([C:12]2[C:17](=[O:18])[N:16]([NH:19][CH2:20][CH:21]([CH3:22])[CH3:23])[C:15]3[CH:24]=[CH:25][S:26][C:14]=3[C:13]=2[OH:27])=[N:3]1. The yield is 0.420. (3) The reactants are CCN(C(C)C)C(C)C.OC(C(F)(F)F)=O.[NH2:17][CH2:18][C:19]([N:21]1[CH2:26][CH2:25][N:24]([C:27](=[O:38])[C:28]2[CH:33]=[CH:32][CH:31]=[CH:30][C:29]=2[C:34]([F:37])([F:36])[F:35])[CH2:23][CH2:22]1)=[O:20].C1C=CC2N(O)N=NC=2C=1.CCN=C=NCCCN(C)C.Cl.[N+:61]([C:64]1[CH:72]=[CH:71][C:67]([C:68](O)=[O:69])=[CH:66][CH:65]=1)([O-:63])=[O:62]. The catalyst is CN(C=O)C.O. The product is [N+:61]([C:64]1[CH:65]=[CH:66][C:67]([C:68]([NH:17][CH2:18][C:19](=[O:20])[N:21]2[CH2:22][CH2:23][N:24]([C:27](=[O:38])[C:28]3[CH:33]=[CH:32][CH:31]=[CH:30][C:29]=3[C:34]([F:37])([F:35])[F:36])[CH2:25][CH2:26]2)=[O:69])=[CH:71][CH:72]=1)([O-:63])=[O:62]. The yield is 0.740. (4) The reactants are Br[C:2]1[C:11]2[C:6](=[CH:7][CH:8]=[CH:9][CH:10]=2)[N:5]=[C:4]([C:12]([NH2:14])=[O:13])[CH:3]=1.[Cl:15][C:16]1[CH:21]=[C:20]([F:22])[CH:19]=[C:18]([Cl:23])[C:17]=1B(O)O.C(=O)([O-])[O-].[Cs+].[Cs+].C(=O)([O-])O.[Na+]. The catalyst is CC([O-])=O.CC([O-])=O.[Pd+2].C1C=CC(P(C2C=CC=CC=2)[C-]2C=CC=C2)=CC=1.C1C=CC(P(C2C=CC=CC=2)[C-]2C=CC=C2)=CC=1.[Fe+2].[Cu]Cl.CN(C=O)C. The product is [Cl:15][C:16]1[CH:21]=[C:20]([F:22])[CH:19]=[C:18]([Cl:23])[C:17]=1[C:2]1[C:11]2[C:6](=[CH:7][CH:8]=[CH:9][CH:10]=2)[N:5]=[C:4]([C:12]([NH2:14])=[O:13])[CH:3]=1. The yield is 0.0980. (5) The reactants are [F:1][C:2]1[CH:46]=[N:45][C:5]2[N:6]([C:26]3[CH:27]=[C:28]([C:32]4[CH:37]=[CH:36][CH:35]=[CH:34][C:33]=4[CH2:38][N:39]4[CH2:44][CH2:43][O:42][CH2:41][CH2:40]4)[CH:29]=[CH:30][CH:31]=3)[C:7](=[O:25])[N:8]([C@@H:11]3[CH2:16][CH2:15][C@H:14]([NH:17]C(=O)OC(C)(C)C)[CH2:13][CH2:12]3)[C:9](=[O:10])[C:4]=2[CH:3]=1.Cl. The catalyst is O1CCOCC1. The product is [NH2:17][C@@H:14]1[CH2:15][CH2:16][C@H:11]([N:8]2[C:9](=[O:10])[C:4]3[CH:3]=[C:2]([F:1])[CH:46]=[N:45][C:5]=3[N:6]([C:26]3[CH:27]=[C:28]([C:32]4[CH:37]=[CH:36][CH:35]=[CH:34][C:33]=4[CH2:38][N:39]4[CH2:44][CH2:43][O:42][CH2:41][CH2:40]4)[CH:29]=[CH:30][CH:31]=3)[C:7]2=[O:25])[CH2:12][CH2:13]1. The yield is 0.960. (6) The catalyst is C1COCC1.C1C=CC([P]([Pd]([P](C2C=CC=CC=2)(C2C=CC=CC=2)C2C=CC=CC=2)([P](C2C=CC=CC=2)(C2C=CC=CC=2)C2C=CC=CC=2)[P](C2C=CC=CC=2)(C2C=CC=CC=2)C2C=CC=CC=2)(C2C=CC=CC=2)C2C=CC=CC=2)=CC=1. The product is [CH2:1]([O:46][C:47]1([C:102]2[CH:101]=[CH:100][CH:99]=[CH:98][C:97]=2[C:96]#[CH:95])[C@H:51]2[C@H:52]([O:72][Si:73]([C:76]([CH3:78])([CH3:77])[CH3:79])([CH3:74])[CH3:75])[N:53]([C:64]([O:66][CH2:67][C:68]([Cl:69])([Cl:71])[Cl:70])=[O:65])[C:54]3[CH:61]=[CH:60][C:59]([O:62][CH3:63])=[CH:58][C:55]=3[C:56](=[O:57])[N:50]2[CH:49]=[CH:48]1)[CH2:2][CH2:3][O:4][C:5]1([C:98]2[CH:99]=[CH:100][CH:101]=[CH:102][C:97]=2[C:96]#[CH:95])[C@H:9]2[C@H:10]([O:30][Si:31]([C:34]([CH3:37])([CH3:35])[CH3:36])([CH3:33])[CH3:32])[N:11]([C:22]([O:24][CH2:25][C:26]([Cl:27])([Cl:29])[Cl:89])=[O:23])[C:12]3[CH:19]=[CH:18][C:17]([O:20][CH3:21])=[CH:16][C:13]=3[C:14](=[O:15])[N:8]2[CH:7]=[CH:6]1. The yield is 0.900. The reactants are [CH2:1]([O:46][CH:47]1[C@H:51]2[C@H:52]([O:72][Si:73]([C:76]([CH3:79])([CH3:78])[CH3:77])([CH3:75])[CH3:74])[N:53]([C:64]([O:66][CH2:67][C:68]([Cl:71])([Cl:70])[Cl:69])=[O:65])[C:54]3[CH:61]=[CH:60][C:59]([O:62][CH3:63])=[CH:58][C:55]=3[C:56](=[O:57])[N:50]2[CH:49]=[C:48]1OS(C(F)(F)F)(=O)=O)[CH2:2][CH2:3][O:4][CH:5]1[C@H:9]2[C@H:10]([O:30][Si:31]([C:34]([CH3:37])([CH3:36])[CH3:35])([CH3:33])[CH3:32])[N:11]([C:22]([O:24][CH2:25][C:26]([Cl:29])(Cl)[Cl:27])=[O:23])[C:12]3[CH:19]=[CH:18][C:17]([O:20][CH3:21])=[CH:16][C:13]=3[C:14](=[O:15])[N:8]2[CH:7]=[C:6]1OS(C(F)(F)F)(=O)=O.[Li+].[Cl-:89].C([Sn](CCCC)(CCCC)[C:95]#[C:96][C:97]1[CH:102]=[CH:101][CH:100]=[CH:99][CH:98]=1)CCC.